This data is from NCI-60 drug combinations with 297,098 pairs across 59 cell lines. The task is: Regression. Given two drug SMILES strings and cell line genomic features, predict the synergy score measuring deviation from expected non-interaction effect. (1) Drug 1: CN(C)N=NC1=C(NC=N1)C(=O)N. Drug 2: CN(CCCl)CCCl.Cl. Cell line: UACC-257. Synergy scores: CSS=-7.20, Synergy_ZIP=4.91, Synergy_Bliss=-0.470, Synergy_Loewe=-5.68, Synergy_HSA=-6.50. (2) Drug 1: C1=CC(=CC=C1C#N)C(C2=CC=C(C=C2)C#N)N3C=NC=N3. Drug 2: CC1=C(C=C(C=C1)NC(=O)C2=CC=C(C=C2)CN3CCN(CC3)C)NC4=NC=CC(=N4)C5=CN=CC=C5. Cell line: COLO 205. Synergy scores: CSS=1.12, Synergy_ZIP=-1.32, Synergy_Bliss=-2.69, Synergy_Loewe=-0.940, Synergy_HSA=-1.63. (3) Drug 1: COC1=C(C=C2C(=C1)N=CN=C2NC3=CC(=C(C=C3)F)Cl)OCCCN4CCOCC4. Synergy scores: CSS=5.48, Synergy_ZIP=-2.88, Synergy_Bliss=-2.79, Synergy_Loewe=-11.1, Synergy_HSA=-3.12. Drug 2: CCCCCOC(=O)NC1=NC(=O)N(C=C1F)C2C(C(C(O2)C)O)O. Cell line: SF-539. (4) Drug 1: CC=C1C(=O)NC(C(=O)OC2CC(=O)NC(C(=O)NC(CSSCCC=C2)C(=O)N1)C(C)C)C(C)C. Drug 2: C(=O)(N)NO. Cell line: EKVX. Synergy scores: CSS=3.70, Synergy_ZIP=-2.29, Synergy_Bliss=-0.879, Synergy_Loewe=-15.3, Synergy_HSA=-4.61. (5) Drug 1: CC1=C2C(C(=O)C3(C(CC4C(C3C(C(C2(C)C)(CC1OC(=O)C(C(C5=CC=CC=C5)NC(=O)OC(C)(C)C)O)O)OC(=O)C6=CC=CC=C6)(CO4)OC(=O)C)OC)C)OC. Drug 2: C1=CN(C(=O)N=C1N)C2C(C(C(O2)CO)O)O.Cl. Cell line: UO-31. Synergy scores: CSS=47.6, Synergy_ZIP=-2.70, Synergy_Bliss=-0.540, Synergy_Loewe=-0.853, Synergy_HSA=5.26. (6) Drug 1: CC(CN1CC(=O)NC(=O)C1)N2CC(=O)NC(=O)C2. Drug 2: CS(=O)(=O)OCCCCOS(=O)(=O)C. Cell line: CAKI-1. Synergy scores: CSS=34.2, Synergy_ZIP=-10.9, Synergy_Bliss=-7.00, Synergy_Loewe=-1.07, Synergy_HSA=-0.0496. (7) Drug 1: CCC1(CC2CC(C3=C(CCN(C2)C1)C4=CC=CC=C4N3)(C5=C(C=C6C(=C5)C78CCN9C7C(C=CC9)(C(C(C8N6C=O)(C(=O)OC)O)OC(=O)C)CC)OC)C(=O)OC)O.OS(=O)(=O)O. Drug 2: C1CN(CCN1C(=O)CCBr)C(=O)CCBr. Cell line: SK-OV-3. Synergy scores: CSS=5.10, Synergy_ZIP=-3.14, Synergy_Bliss=-2.69, Synergy_Loewe=-1.41, Synergy_HSA=-2.31.